Dataset: Full USPTO retrosynthesis dataset with 1.9M reactions from patents (1976-2016). Task: Predict the reactants needed to synthesize the given product. (1) Given the product [NH:1]([C:16]([O:18][C:19]([CH3:22])([CH3:21])[CH3:20])=[O:17])[C@H:2]([C:13]([O:15][CH3:23])=[O:14])[CH2:3][C:4]1[CH:9]=[CH:8][C:7]([N+:10]([O-:12])=[O:11])=[CH:6][CH:5]=1, predict the reactants needed to synthesize it. The reactants are: [NH:1]([C:16]([O:18][C:19]([CH3:22])([CH3:21])[CH3:20])=[O:17])[C@H:2]([C:13]([OH:15])=[O:14])[CH2:3][C:4]1[CH:9]=[CH:8][C:7]([N+:10]([O-:12])=[O:11])=[CH:6][CH:5]=1.[CH3:23][Si](C=[N+]=[N-])(C)C. (2) Given the product [Br:1][C:2]1[CH:7]=[CH:6][C:5]([NH:8][C:9]2[N:14]=[CH:13][N:12]=[C:11]([NH:15][C:16]3[CH:17]=[C:18]([NH2:22])[CH:19]=[CH:20][CH:21]=3)[CH:10]=2)=[C:4]([F:30])[CH:3]=1, predict the reactants needed to synthesize it. The reactants are: [Br:1][C:2]1[CH:7]=[CH:6][C:5]([NH:8][C:9]2[N:14]=[CH:13][N:12]=[C:11]([NH:15][C:16]3[CH:17]=[C:18]([NH:22]C(=O)OC(C)(C)C)[CH:19]=[CH:20][CH:21]=3)[CH:10]=2)=[C:4]([F:30])[CH:3]=1.